Predict the reactants needed to synthesize the given product. From a dataset of Full USPTO retrosynthesis dataset with 1.9M reactions from patents (1976-2016). (1) Given the product [CH3:20][C:21]12[O:22][C:23]([CH3:26])([CH:24]=[CH:25]1)[CH:6]1[CH:5]2[C:4](=[O:7])[N:3]([C:8]2[CH:15]=[CH:14][C:11]([C:12]#[N:13])=[C:10]([C:16]([F:17])([F:19])[F:18])[CH:9]=2)[C:2]1=[O:1], predict the reactants needed to synthesize it. The reactants are: [O:1]=[C:2]1[CH:6]=[CH:5][C:4](=[O:7])[N:3]1[C:8]1[CH:15]=[CH:14][C:11]([C:12]#[N:13])=[C:10]([C:16]([F:19])([F:18])[F:17])[CH:9]=1.[CH3:20][C:21]1[O:22][C:23]([CH3:26])=[CH:24][CH:25]=1. (2) Given the product [C:12]([C:6]1[CH:7]=[N:8][C:9]2[C:4]([C:5]=1[NH:17][C@H:18]1[CH2:23][CH2:22][C@H:21]([NH:24][C:25](=[O:31])[O:26][C:27]([CH3:30])([CH3:29])[CH3:28])[CH2:20][CH2:19]1)=[CH:3][C:2]([C:37]1[CH:38]=[C:33]([Cl:32])[C:34]([OH:49])=[C:35]([Cl:48])[CH:36]=1)=[CH:11][CH:10]=2)(=[O:16])[CH2:13][CH2:14][CH3:15], predict the reactants needed to synthesize it. The reactants are: Br[C:2]1[CH:3]=[C:4]2[C:9](=[CH:10][CH:11]=1)[N:8]=[CH:7][C:6]([C:12](=[O:16])[CH2:13][CH2:14][CH3:15])=[C:5]2[NH:17][C@H:18]1[CH2:23][CH2:22][C@H:21]([NH:24][C:25](=[O:31])[O:26][C:27]([CH3:30])([CH3:29])[CH3:28])[CH2:20][CH2:19]1.[Cl:32][C:33]1[CH:38]=[C:37](B2OC(C)(C)C(C)(C)O2)[CH:36]=[C:35]([Cl:48])[C:34]=1[OH:49]. (3) Given the product [C:1]([C:3]1[CH:4]=[C:5]([C:6]([N:30]2[CH2:29][CH2:28][C:26]3[N:27]=[C:22]([NH:21][CH:13]4[CH2:12][C:20]5[C:15](=[CH:16][CH:17]=[CH:18][CH:19]=5)[CH2:14]4)[N:23]=[CH:24][C:25]=3[CH2:31]2)=[O:8])[CH:9]=[CH:10][CH:11]=1)#[CH:2], predict the reactants needed to synthesize it. The reactants are: [C:1]([C:3]1[CH:4]=[C:5]([CH:9]=[CH:10][CH:11]=1)[C:6]([OH:8])=O)#[CH:2].[CH2:12]1[C:20]2[C:15](=[CH:16][CH:17]=[CH:18][CH:19]=2)[CH2:14][CH:13]1[NH:21][C:22]1[N:23]=[CH:24][C:25]2[CH2:31][NH:30][CH2:29][CH2:28][C:26]=2[N:27]=1.Cl.CN(C)CCCN=C=NCC.N1C=CC(N)=CC=1.